Dataset: Reaction yield outcomes from USPTO patents with 853,638 reactions. Task: Predict the reaction yield, written as a fraction of the theoretical maximum amount of product (1.0 means a 100% yield; for example, 0.34 means a 34% yield). (1) The reactants are Br[C:2](Br)=[CH:3][C@@H:4]1[CH2:8][CH2:7][CH2:6][N:5]1[C:9]([O:11][C:12]([CH3:15])([CH3:14])[CH3:13])=[O:10].C([Li])(CC)C.[Cl-].[NH4+]. The catalyst is C1COCC1.CCOCC. The product is [C:3]([C@@H:4]1[CH2:8][CH2:7][CH2:6][N:5]1[C:9]([O:11][C:12]([CH3:15])([CH3:14])[CH3:13])=[O:10])#[CH:2]. The yield is 1.00. (2) The reactants are [Br:1][CH2:2][C:3](Br)=[O:4].[NH2:6][C:7]1[CH:8]=[C:9]2[C:14](=[CH:15][CH:16]=1)[N:13]([CH2:17][CH2:18][CH:19]([CH3:21])[CH3:20])[C:12](=[O:22])[C:11]([C:23]1[NH:24][S:25](=[O:34])(=[O:33])[C:26]3[CH:32]=[CH:31][CH:30]=[CH:29][C:27]=3[N:28]=1)=[C:10]2[OH:35].N1C=CC=CC=1. The catalyst is C(Cl)(Cl)Cl. The product is [Br:1][CH2:2][C:3]([NH:6][C:7]1[CH:8]=[C:9]2[C:14](=[CH:15][CH:16]=1)[N:13]([CH2:17][CH2:18][CH:19]([CH3:21])[CH3:20])[C:12](=[O:22])[C:11]([C:23]1[NH:28][C:27]3[CH:29]=[CH:30][CH:31]=[CH:32][C:26]=3[S:25](=[O:34])(=[O:33])[N:24]=1)=[C:10]2[OH:35])=[O:4]. The yield is 0.620. (3) The reactants are [C:1]1(B(O)O)[CH:6]=[CH:5][CH:4]=[CH:3][CH:2]=1.Cl[C:11]1[C:20]2[C:15](=[CH:16][CH:17]=[CH:18][CH:19]=2)[CH:14]=[CH:13][N:12]=1.C1(C)C=CC=CC=1.C(=O)([O-])[O-].[Na+].[Na+]. The catalyst is C1C=CC([P]([Pd]([P](C2C=CC=CC=2)(C2C=CC=CC=2)C2C=CC=CC=2)([P](C2C=CC=CC=2)(C2C=CC=CC=2)C2C=CC=CC=2)[P](C2C=CC=CC=2)(C2C=CC=CC=2)C2C=CC=CC=2)(C2C=CC=CC=2)C2C=CC=CC=2)=CC=1.C(O)C. The product is [C:1]1([C:11]2[C:20]3[C:15](=[CH:16][CH:17]=[CH:18][CH:19]=3)[CH:14]=[CH:13][N:12]=2)[CH:6]=[CH:5][CH:4]=[CH:3][CH:2]=1. The yield is 0.430. (4) The reactants are [Br:1][C:2]1[CH:3]=[C:4]2[C:8](=[CH:9][CH:10]=1)[N:7]([C:11]([O:13][C:14]([CH3:17])([CH3:16])[CH3:15])=[O:12])[CH:6]=[C:5]2I.[N:19]1[C:28]2[C:23](=[CH:24][CH:25]=[CH:26][CH:27]=2)[CH:22]=[C:21](B(O)O)[CH:20]=1.C(=O)([O-])[O-].[K+].[K+].C([O-])(O)=O.[Na+]. The catalyst is O1CCOCC1.C1C=CC([P]([Pd]([P](C2C=CC=CC=2)(C2C=CC=CC=2)C2C=CC=CC=2)([P](C2C=CC=CC=2)(C2C=CC=CC=2)C2C=CC=CC=2)[P](C2C=CC=CC=2)(C2C=CC=CC=2)C2C=CC=CC=2)(C2C=CC=CC=2)C2C=CC=CC=2)=CC=1.O. The product is [Br:1][C:2]1[CH:3]=[C:4]2[C:8](=[CH:9][CH:10]=1)[N:7]([C:11]([O:13][C:14]([CH3:17])([CH3:16])[CH3:15])=[O:12])[CH:6]=[C:5]2[C:21]1[CH:20]=[N:19][C:28]2[C:23]([CH:22]=1)=[CH:24][CH:25]=[CH:26][CH:27]=2. The yield is 0.366. (5) The reactants are C1(P(C2C=CC=CC=2)C2C=CC=CC=2)C=CC=CC=1.[O:20]1[CH2:25][CH2:24][O:23][C:22]2[CH:26]=[C:27]([C:30]3[C:31]([CH3:38])=[C:32]([CH2:36][OH:37])[CH:33]=[CH:34][CH:35]=3)[CH:28]=[CH:29][C:21]1=2.[OH:39][C:40]1[CH:47]=[C:46](O)[C:45]([CH3:49])=[CH:44][C:41]=1[CH:42]=[O:43].N(C(OC(C)C)=O)=NC(OC(C)C)=O. The product is [O:20]1[CH2:25][CH2:24][O:23][C:22]2[CH:26]=[C:27]([C:30]3[C:31]([CH3:38])=[C:32]([CH:33]=[CH:34][CH:35]=3)[CH2:36][O:37][C:46]3[C:45]([CH3:49])=[CH:44][C:41]([CH:42]=[O:43])=[C:40]([OH:39])[CH:47]=3)[CH:28]=[CH:29][C:21]1=2. The yield is 0.331. The catalyst is O1CCCC1. (6) The reactants are [Br:1][C:2]1[C:3]([CH3:22])=[C:4]([CH2:17][CH2:18][N+:19]([O-:21])=[O:20])[N:5]([S:7]([C:10]2[CH:16]=[CH:15][C:13]([CH3:14])=[CH:12][CH:11]=2)(=[O:9])=[O:8])[CH:6]=1.[CH3:23][O:24][CH:25]([O:32][CH3:33])[C:26](=[O:31])[CH:27]=[C:28]([CH3:30])[CH3:29].C1CCN2C(=NCCC2)CC1. The yield is 0.860. The product is [Br:1][C:2]1[C:3]([CH3:22])=[C:4]([CH2:17][CH:18]([N+:19]([O-:21])=[O:20])[C:28]([CH3:30])([CH3:29])[CH2:27][C:26](=[O:31])[CH:25]([O:24][CH3:23])[O:32][CH3:33])[N:5]([S:7]([C:10]2[CH:11]=[CH:12][C:13]([CH3:14])=[CH:15][CH:16]=2)(=[O:8])=[O:9])[CH:6]=1. The catalyst is [NH4+].[Cl-]. (7) The reactants are [F:1][C:2]1([F:32])[CH2:7][CH2:6][CH:5]([NH:8][C:9]([C:11]2[C:15]([CH3:16])=[C:14]([C:17]3[CH:22]=[CH:21][C:20]([OH:23])=[CH:19][CH:18]=3)[N:13]([C:24]3[CH:29]=[CH:28][C:27]([Cl:30])=[CH:26][C:25]=3[Cl:31])[N:12]=2)=[O:10])[CH2:4][CH2:3]1.N1C=CN=C1.[C:38]([Si:42](Cl)([CH3:44])[CH3:43])([CH3:41])([CH3:40])[CH3:39]. The catalyst is CN(C=O)C.O. The product is [F:32][C:2]1([F:1])[CH2:7][CH2:6][CH:5]([NH:8][C:9]([C:11]2[C:15]([CH3:16])=[C:14]([C:17]3[CH:18]=[CH:19][C:20]([O:23][Si:42]([C:38]([CH3:41])([CH3:40])[CH3:39])([CH3:44])[CH3:43])=[CH:21][CH:22]=3)[N:13]([C:24]3[CH:29]=[CH:28][C:27]([Cl:30])=[CH:26][C:25]=3[Cl:31])[N:12]=2)=[O:10])[CH2:4][CH2:3]1. The yield is 0.800. (8) The reactants are [CH:1]([N:4]1[CH2:9][CH2:8][N:7]([C:10]2[S:11][C:12]3[CH:18]=[CH:17][CH:16]=[CH:15][C:13]=3[N:14]=2)[CH2:6][CH2:5]1)([CH3:3])[CH3:2].[H-].[Na+].Cl[CH2:22][CH2:23][CH2:24][S:25]([OH:28])(=O)=[O:26].[CH3:29][N:30](C=O)C. No catalyst specified. The product is [O:26]=[S:25]1(=[O:28])[CH2:24][CH2:23][CH2:22][N:30]1[CH2:29][C:16]1[CH:17]=[CH:18][C:12]2[S:11][C:10]([N:7]3[CH2:6][CH2:5][N:4]([CH:1]([CH3:3])[CH3:2])[CH2:9][CH2:8]3)=[N:14][C:13]=2[CH:15]=1. The yield is 0.450. (9) The reactants are [Cl:1][C:2]1[CH:27]=[CH:26][CH:25]=[CH:24][C:3]=1[C:4]([NH:6][C:7](=[O:23])[NH:8][C:9]1[S:10][C:11]2[CH:17]=[C:16]([S:18]([CH:21]=[CH2:22])(=[O:20])=[O:19])[CH:15]=[CH:14][C:12]=2[N:13]=1)=[O:5].[CH3:28][NH:29][CH3:30]. The catalyst is C1COCC1. The product is [Cl:1][C:2]1[CH:27]=[CH:26][CH:25]=[CH:24][C:3]=1[C:4]([NH:6][C:7](=[O:23])[NH:8][C:9]1[S:10][C:11]2[CH:17]=[C:16]([S:18]([CH2:21][CH2:22][N:29]([CH3:30])[CH3:28])(=[O:20])=[O:19])[CH:15]=[CH:14][C:12]=2[N:13]=1)=[O:5]. The yield is 0.720.